Dataset: Full USPTO retrosynthesis dataset with 1.9M reactions from patents (1976-2016). Task: Predict the reactants needed to synthesize the given product. (1) The reactants are: [H-].[Na+].[Br:3][C:4]1[CH:5]=[C:6]([N+:11]([O-:13])=[O:12])[C:7](Cl)=[N:8][CH:9]=1.[C:14](OCC)(=O)CC(OCC)=O. Given the product [Br:3][C:4]1[CH:5]=[C:6]([N+:11]([O-:13])=[O:12])[C:7]([CH3:14])=[N:8][CH:9]=1, predict the reactants needed to synthesize it. (2) Given the product [Cl:20][C:15]1[CH:14]=[C:13]([CH:6]2[C:5]3[C:10](=[CH:11][C:2]([N:22]4[C:23](=[O:27])[CH:24]=[CH:25][CH:26]=[N:21]4)=[CH:3][CH:4]=3)[CH2:9][N:8]([CH3:12])[CH2:7]2)[CH:18]=[CH:17][C:16]=1[Cl:19], predict the reactants needed to synthesize it. The reactants are: Br[C:2]1[CH:11]=[C:10]2[C:5]([CH:6]([C:13]3[CH:18]=[CH:17][C:16]([Cl:19])=[C:15]([Cl:20])[CH:14]=3)[CH2:7][N:8]([CH3:12])[CH2:9]2)=[CH:4][CH:3]=1.[N:21]1[NH:22][C:23](=[O:27])[CH:24]=[CH:25][CH:26]=1. (3) The reactants are: [CH3:1][O:2][CH2:3][CH2:4][O:5][CH2:6][CH2:7][OH:8].C(N(CC)CC)C.[S:16](Cl)([C:19]1[CH:25]=[CH:24][C:22]([CH3:23])=[CH:21][CH:20]=1)(=[O:18])=[O:17]. Given the product [CH3:23][C:22]1[CH:24]=[CH:25][C:19]([S:16]([O:8][CH2:7][CH2:6][O:5][CH2:4][CH2:3][O:2][CH3:1])(=[O:18])=[O:17])=[CH:20][CH:21]=1, predict the reactants needed to synthesize it. (4) Given the product [OH:46][C:2]1[CH:3]=[C:4]([C:11]2[S:15][C:14]([N:16]([C:38]([O:40][C:41]([CH3:43])([CH3:42])[CH3:44])=[O:39])[CH2:17][C@@H:18]([NH:30][C:31](=[O:37])[O:32][C:33]([CH3:36])([CH3:34])[CH3:35])[CH2:19][C:20]3[CH:21]=[CH:22][C:23]([C:26]([F:28])([F:29])[F:27])=[CH:24][CH:25]=3)=[N:13][N:12]=2)[CH:5]=[CH:6][C:7]=1[N+:8]([O-:10])=[O:9], predict the reactants needed to synthesize it. The reactants are: F[C:2]1[CH:3]=[C:4]([C:11]2[S:15][C:14]([N:16]([C:38]([O:40][C:41]([CH3:44])([CH3:43])[CH3:42])=[O:39])[CH2:17][C@@H:18]([NH:30][C:31](=[O:37])[O:32][C:33]([CH3:36])([CH3:35])[CH3:34])[CH2:19][C:20]3[CH:25]=[CH:24][C:23]([C:26]([F:29])([F:28])[F:27])=[CH:22][CH:21]=3)=[N:13][N:12]=2)[CH:5]=[CH:6][C:7]=1[N+:8]([O-:10])=[O:9].C(=O)([O-])[O-:46].[Cs+].[Cs+].C(O)(=O)C. (5) Given the product [Br:1][C:2]1[CH:7]=[CH:6][CH:5]=[C:4]2[C:3]=1[NH:20][N:19]=[C:8]2[C:10]1[CH:15]=[CH:14][C:13]([F:16])=[CH:12][CH:11]=1, predict the reactants needed to synthesize it. The reactants are: [Br:1][C:2]1[C:3](F)=[C:4]([C:8]([C:10]2[CH:15]=[CH:14][C:13]([F:16])=[CH:12][CH:11]=2)=O)[CH:5]=[CH:6][CH:7]=1.O.[NH2:19][NH2:20].CC(C)=O. (6) Given the product [Br:1][C:2]1[CH:3]=[CH:4][C:5]([CH2:9][N:14]2[CH2:13][CH2:12][N:11]([C:17]([O:19][C:20]([CH3:23])([CH3:22])[CH3:21])=[O:18])[CH2:16][CH2:15]2)=[N:6][C:7]=1[CH3:8], predict the reactants needed to synthesize it. The reactants are: [Br:1][C:2]1[CH:3]=[CH:4][C:5]([CH:9]=O)=[N:6][C:7]=1[CH3:8].[N:11]1([C:17]([O:19][C:20]([CH3:23])([CH3:22])[CH3:21])=[O:18])[CH2:16][CH2:15][NH:14][CH2:13][CH2:12]1.ClCCCl.C(O[BH-](OC(=O)C)OC(=O)C)(=O)C.[Na+]. (7) Given the product [Cl:3][C:4]1[CH:5]=[CH:6][C:7]([C@H:10]2[NH:11][CH2:12][CH2:13][N:14]([CH3:16])[CH2:15]2)=[CH:8][CH:9]=1, predict the reactants needed to synthesize it. The reactants are: Cl.Cl.[Cl:3][C:4]1[CH:9]=[CH:8][C:7]([C@@H:10]2[CH2:15][N:14]([CH3:16])[CH2:13][CH2:12][N:11]2CC=C)=[CH:6][CH:5]=1.C1(C)C=CC=CC=1.[OH-].[Na+].